From a dataset of Reaction yield outcomes from USPTO patents with 853,638 reactions. Predict the reaction yield, written as a fraction of the theoretical maximum amount of product (1.0 means a 100% yield; for example, 0.34 means a 34% yield). (1) The reactants are [CH3:1][O:2][CH2:3][C:4]1[CH:9]=[CH:8][C:7](B(O)O)=[CH:6][CH:5]=1.O.[C:14]([OH:18])(=[O:17])[CH:15]=O.[CH2:19]([NH:22][CH2:23][CH:24]=[CH2:25])[CH:20]=[CH2:21]. The catalyst is C(#N)C. The product is [CH2:19]([N:22]([CH2:23][CH:24]=[CH2:25])[CH:15]([C:7]1[CH:8]=[CH:9][C:4]([CH2:3][O:2][CH3:1])=[CH:5][CH:6]=1)[C:14]([OH:18])=[O:17])[CH:20]=[CH2:21]. The yield is 0.121. (2) The reactants are O[CH2:2][CH2:3][C:4]1[CH:5]=[CH:6][C:7]2[N:12]([CH3:13])[CH2:11][CH2:10][N:9]([C:14]([O:16][C:17]([CH3:20])([CH3:19])[CH3:18])=[O:15])[C:8]=2[N:21]=1.C1(P(C2C=CC=CC=2)C2C=CC=CC=2)C=CC=CC=1.N1C=CN=C1.[I:46]I. The catalyst is CCOCC.CC#N. The product is [I:46][CH2:2][CH2:3][C:4]1[CH:5]=[CH:6][C:7]2[N:12]([CH3:13])[CH2:11][CH2:10][N:9]([C:14]([O:16][C:17]([CH3:20])([CH3:19])[CH3:18])=[O:15])[C:8]=2[N:21]=1. The yield is 0.860. (3) The yield is 0.490. The catalyst is C1CCCCC1. The product is [C:33]1([C:34]2[CH:28]=[CH:23][CH:24]=[CH:25][CH:29]=2)[CH:32]=[CH:31][CH:3]=[CH:38][CH:35]=1. The reactants are B1(B2OC(C)(C)C(C)(C)O2)OC(C)(C)[C:3](C)(C)O1.CC([C:23]1[CH:28]=CN=[C:25]([C:29]2[CH:34]=[C:33]([C:35]([CH3:38])(C)C)[CH:32]=[CH:31]N=2)[CH:24]=1)(C)C.